From a dataset of Experimentally validated miRNA-target interactions with 360,000+ pairs, plus equal number of negative samples. Binary Classification. Given a miRNA mature sequence and a target amino acid sequence, predict their likelihood of interaction. (1) The miRNA is ssc-miR-150 with sequence UCUCCCAACCCUUGUACCAGUG. The protein sequence of the target gene is MAPMHEEDCKLEASAVSDSGSFAASRARREKKSKKGRQEALERLKKAKAGEKYKYEVEDLTSVYEEVDEEQYSKLVQARQDDDWIVDDDGIGYVEDGREIFDDDLEDDALDTCGKGSDGKAHRKDRKDVKKPSVTKPNNIKAMFIASAGKKTTDKAVDLSKDDLLGDILQDLNTETAQITPPPVLIPKKKRSTGALLNPFSVHTPKAIPSGKPASPVLRNEPLLTPIPLKRAELAGELAQPECPEDEQELGVMEFEDGDFDESMDTEKVDEKPVTAKTWDQETEPVERVEHEADPERGTT.... Result: 0 (no interaction). (2) The miRNA is hsa-miR-6827-3p with sequence ACCGUCUCUUCUGUUCCCCAG. The protein sequence of the target gene is MGNLLGGVSFREPTTVEDCDSTWQTDSEPEPEQPGPAGGGEGQQHDEPEQPKQPPERAGGRPRASPVPEDHAEAAGAEQGGESTEGNAKPKRSFYAARDLYKYRHQYPNFKDIRYQNDLSNLRFYKNKIPFKPDGVYIEEVLNKWKGDYEKLEHNHTYIQWLFPLREQGLNFYAKELTTYEIEEFKKTKEAIRRFLLAYKMMLEFFGIKLIDKTGNVARAGNWQERFQHLNESQHNYLRITRILKSLGELGYESFKSPLVKFILHEALVENTIPNIKQSALEYFVYTIRDRRERRKLLRF.... Result: 0 (no interaction). (3) The miRNA is mmu-miR-703 with sequence AAAACCUUCAGAAGGAAAGAA. The protein sequence of the target gene is MADGKAGEEKPEKPQRAGAAGGPEEEAEKPVKTKTVSSSNGGESSSRSAEKRSAEDEAADLPTKPTKMSKFGFAIGSQTARKASAISIRLGASKPKETVPTLAPKTLSVAAAFNEDEDSEPEEMPPEAKMRMKNIGRDTPTSAGPNSFNKGKHGFSDNQKLWERNIKSHLGNVHDQDN. Result: 1 (interaction).